The task is: Predict the product of the given reaction.. This data is from Forward reaction prediction with 1.9M reactions from USPTO patents (1976-2016). (1) Given the reactants [CH2:1]([C@@H:8]1[CH2:12][O:11][C:10](=[O:13])[NH:9]1)[C:2]1[CH:7]=[CH:6][CH:5]=[CH:4][CH:3]=1.[Li]CCCC.[C:19](Cl)(=[O:28])[CH2:20][CH2:21][C:22]1[CH:27]=[CH:26][CH:25]=[CH:24][CH:23]=1, predict the reaction product. The product is: [CH2:1]([C@@H:8]1[CH2:12][O:11][C:10](=[O:13])[N:9]1[C:19](=[O:28])[CH2:20][CH2:21][C:22]1[CH:27]=[CH:26][CH:25]=[CH:24][CH:23]=1)[C:2]1[CH:3]=[CH:4][CH:5]=[CH:6][CH:7]=1. (2) Given the reactants [Cl:1][C:2]1[CH:7]=[C:6]([Cl:8])[CH:5]=[CH:4][C:3]=1[NH:9][C:10]1[N:14]([CH2:15][CH2:16][CH2:17]O)[C:13]2[C:19]([N:24]([CH2:27][CH3:28])[CH2:25][CH3:26])=[CH:20][C:21]([F:23])=[CH:22][C:12]=2[N:11]=1.CS(Cl)(=O)=O, predict the reaction product. The product is: [Cl:1][C:2]1[CH:7]=[C:6]([Cl:8])[CH:5]=[CH:4][C:3]=1[N:9]1[C:10]2=[N:11][C:12]3[C:13](=[C:19]([N:24]([CH2:27][CH3:28])[CH2:25][CH3:26])[CH:20]=[C:21]([F:23])[CH:22]=3)[N:14]2[CH2:15][CH2:16][CH2:17]1.